This data is from Reaction yield outcomes from USPTO patents with 853,638 reactions. The task is: Predict the reaction yield, written as a fraction of the theoretical maximum amount of product (1.0 means a 100% yield; for example, 0.34 means a 34% yield). (1) The reactants are [Br-].[C:2]([CH2:5][CH2:6][CH2:7][CH2:8][P+](C1C=CC=CC=1)(C1C=CC=CC=1)C1C=CC=CC=1)([OH:4])=[O:3].[CH3:28]C(C)([O-])C.[K+].[Si:34]([O:51][CH2:52][C@@H:53]1[C@@H:60]2[C@@H:56]([O:57]C(O)[CH2:59]2)[CH2:55][C@@H:54]1[F:62])([C:47]([CH3:50])([CH3:49])[CH3:48])([C:41]1[CH:46]=[CH:45][CH:44]=[CH:43][CH:42]=1)[C:35]1[CH:40]=[CH:39][CH:38]=[CH:37][CH:36]=1.OS([O-])(=O)=O.[K+]. The catalyst is C1COCC1. The product is [Si:34]([O:51][CH2:52][C@H:53]1[C@@H:54]([F:62])[CH2:55][C@H:56]([OH:57])[C@@H:60]1[CH2:59]/[CH:28]=[CH:8]\[CH2:7][CH2:6][CH2:5][C:2]([OH:4])=[O:3])([C:47]([CH3:50])([CH3:49])[CH3:48])([C:35]1[CH:36]=[CH:37][CH:38]=[CH:39][CH:40]=1)[C:41]1[CH:46]=[CH:45][CH:44]=[CH:43][CH:42]=1. The yield is 0.970. (2) The reactants are [C:1]1([CH2:7][CH2:8][C:9]([N:11]2[CH2:16][CH2:15][CH:14]([CH2:17][N:18]3[C:26]4[C:21](=[CH:22][C:23]([C:27]5[CH:28]=[N:29][N:30](C6CCCCO6)[C:31]=5[C:32]([F:35])([F:34])[F:33])=[CH:24][CH:25]=4)[CH:20]=[CH:19]3)[CH2:13][CH2:12]2)=[O:10])[CH:6]=[CH:5][CH:4]=[CH:3][CH:2]=1.CC1C=CC(S(O)(=O)=O)=CC=1.C(OCC)(=O)C.O. The catalyst is CO. The product is [C:1]1([CH2:7][CH2:8][C:9]([N:11]2[CH2:12][CH2:13][CH:14]([CH2:17][N:18]3[C:26]4[C:21](=[CH:22][C:23]([C:27]5[CH:28]=[N:29][NH:30][C:31]=5[C:32]([F:33])([F:35])[F:34])=[CH:24][CH:25]=4)[CH:20]=[CH:19]3)[CH2:15][CH2:16]2)=[O:10])[CH:2]=[CH:3][CH:4]=[CH:5][CH:6]=1. The yield is 0.140. (3) The reactants are [H-].[Na+].[Cl:3][C:4]1[C:12]2[N:11]=[C:10]3[N:13]([C:17]4[CH:18]=[N:19][C:20]([N:24]([CH3:26])[CH3:25])=[CH:21][C:22]=4[CH3:23])[CH2:14][CH2:15][CH2:16][N:9]3[C:8]=2[C:7]([CH:27]([OH:30])[CH2:28][CH3:29])=[CH:6][CH:5]=1.[CH2:31](I)[CH3:32]. The catalyst is CN(C)C=O.[Cl-].[NH4+]. The product is [Cl:3][C:4]1[C:12]2[N:11]=[C:10]3[N:13]([C:17]4[C:22]([CH3:23])=[CH:21][C:20]([N:24]([CH3:25])[CH3:26])=[N:19][CH:18]=4)[CH2:14][CH2:15][CH2:16][N:9]3[C:8]=2[C:7]([CH:27]([O:30][CH2:31][CH3:32])[CH2:28][CH3:29])=[CH:6][CH:5]=1. The yield is 0.500. (4) The reactants are [NH2:1][C@:2]12[CH2:37][CH2:36][C@@H:35]([C:38]([CH3:40])=[CH2:39])[C@@H:3]1[C@@H:4]1[C@@:17]([CH3:20])([CH2:18][CH2:19]2)[C@@:16]2([CH3:21])[C@@H:7]([C@:8]3([CH3:34])[C@@H:13]([CH2:14][CH2:15]2)[C:12]([CH3:23])([CH3:22])[C:11]([C:24]2[CH:33]=[CH:32][C:27]([C:28]([O:30]C)=[O:29])=[CH:26][CH:25]=2)=[CH:10][CH2:9]3)[CH2:6][CH2:5]1.CN(C)CCC(N[C@]12CC[C@@H](C(C)=C)[C@@H]1[C@@H]1[C@@](C)(CC2)[C@@]2(C)[C@@H]([C@]3(C)[C@@H](CC2)C(C)(C)C(C2C=CC(C(O)=O)=CC=2)=CC3)CC1)=O.[O:87]=[C:88]1[N:92]([CH2:93][C:94]([OH:96])=O)[C@@H:91]([C:97]2[CH:102]=[CH:101][CH:100]=[CH:99][CH:98]=2)[CH2:90][O:89]1. No catalyst specified. The product is [CH3:20][C@:17]12[C@@:16]3([CH3:21])[C@@H:7]([C@:8]4([CH3:34])[C@@H:13]([CH2:14][CH2:15]3)[C:12]([CH3:22])([CH3:23])[C:11]([C:24]3[CH:33]=[CH:32][C:27]([C:28]([OH:30])=[O:29])=[CH:26][CH:25]=3)=[CH:10][CH2:9]4)[CH2:6][CH2:5][C@@H:4]1[C@H:3]1[C@H:35]([C:38]([CH3:40])=[CH2:39])[CH2:36][CH2:37][C@:2]1([NH:1][C:94](=[O:96])[CH2:93][N:92]1[C@@H:91]([C:97]3[CH:102]=[CH:101][CH:100]=[CH:99][CH:98]=3)[CH2:90][O:89][C:88]1=[O:87])[CH2:19][CH2:18]2. The yield is 0.300. (5) The reactants are [O:1]1[CH2:6][CH2:5]OCC1.[Se](=O)=O.[F:10][C:11]1[CH:16]=[CH:15][C:14]([NH:17][C:18]2[N:19]([CH3:34])[C:20]3[C:29]4[C:28](=[O:30])[NH:27][C:26](C)=[C:25](C)[C:24]=4[CH:23]=[CH:22][C:21]=3[N:33]=2)=[C:13]([CH3:35])[CH:12]=1.[Se]. The catalyst is CO.O. The product is [F:10][C:11]1[CH:16]=[CH:15][C:14]([NH:17][C:18]2[N:19]([CH3:34])[C:20]3[C:29]4[C:28](=[O:30])[NH:27][C:5]([CH:6]=[O:1])=[C:25]([CH3:26])[C:24]=4[CH:23]=[CH:22][C:21]=3[N:33]=2)=[C:13]([CH3:35])[CH:12]=1. The yield is 0.610. (6) The reactants are [CH:1]1[C:6]([NH2:7])=[CH:5][CH:4]=[C:3]([NH2:8])[CH:2]=1.[N+:9]([C:12]1[CH:17]=[CH:16][C:15]([N:18]=[C:19]=[O:20])=[CH:14][CH:13]=1)([O-:11])=[O:10].C1(NNC(=O)NN1)=O. The catalyst is C(Cl)Cl.CC(C)=O. The product is [NH2:7][C:6]1[CH:5]=[CH:4][C:3]([NH:8][C:19]([NH:18][C:15]2[CH:14]=[CH:13][C:12]([N+:9]([O-:11])=[O:10])=[CH:17][CH:16]=2)=[O:20])=[CH:2][CH:1]=1. The yield is 0.710. (7) The reactants are [F:1][C:2]1[CH:3]=[C:4]([CH:18]=[CH:19][C:20]=1[F:21])[CH2:5][O:6][C:7]1[CH:12]=[CH:11][C:10]([CH:13]=[CH:14][C:15](O)=[O:16])=[CH:9][CH:8]=1.S(Cl)(Cl)=O.[CH3:26][NH2:27]. The catalyst is ClCCl.C(O)C. The product is [F:1][C:2]1[CH:3]=[C:4]([CH:18]=[CH:19][C:20]=1[F:21])[CH2:5][O:6][C:7]1[CH:12]=[CH:11][C:10]([CH:13]=[CH:14][C:15]([NH:27][CH3:26])=[O:16])=[CH:9][CH:8]=1. The yield is 0.260. (8) The reactants are Br[CH2:2][CH2:3][O:4][C:5]1[CH:20]=[CH:19][C:8]([O:9][C:10]2[S:11][C:12]3[CH:18]=[CH:17][CH:16]=[CH:15][C:13]=3[N:14]=2)=[CH:7][CH:6]=1.[C:21]([O:25][C:26]([N:28]1[CH2:33][C@@H:32]2[CH2:34][C@H:29]1[CH2:30][NH:31]2)=[O:27])([CH3:24])([CH3:23])[CH3:22].C(N(C(C)C)CC)(C)C. The catalyst is CC#N. The product is [C:21]([O:25][C:26]([N:28]1[CH2:33][C@@H:32]2[CH2:34][C@H:29]1[CH2:30][N:31]2[CH2:2][CH2:3][O:4][C:5]1[CH:20]=[CH:19][C:8]([O:9][C:10]2[S:11][C:12]3[CH:18]=[CH:17][CH:16]=[CH:15][C:13]=3[N:14]=2)=[CH:7][CH:6]=1)=[O:27])([CH3:24])([CH3:22])[CH3:23]. The yield is 0.920. (9) The product is [CH:1]1([C:4]([C:6]2[C:7]([Cl:13])=[N:8][CH:9]=[N:10][C:11]=2[Cl:12])=[O:5])[CH2:2][CH2:3]1. The reactants are [CH:1]1([CH:4]([C:6]2[C:7]([Cl:13])=[N:8][CH:9]=[N:10][C:11]=2[Cl:12])[OH:5])[CH2:3][CH2:2]1.C(O)(C)C. The catalyst is CC(C)=O.C([O-])(O)=O.[Na+]. The yield is 0.780.